Predict the reaction yield, written as a fraction of the theoretical maximum amount of product (1.0 means a 100% yield; for example, 0.34 means a 34% yield). From a dataset of Reaction yield outcomes from USPTO patents with 853,638 reactions. (1) The reactants are [NH2:1][C:2]1[CH:3]=[CH:4][C:5]([O:8][C:9](=[O:18])[N:10]([CH3:17])[C:11]2[CH:16]=[CH:15][CH:14]=[CH:13][CH:12]=2)=[N:6][CH:7]=1.[F:19][C:20]([F:32])([F:31])[O:21][C:22]1[CH:30]=[CH:29][CH:28]=[CH:27][C:23]=1[C:24](Cl)=[O:25].C(N(CC)CC)C.ClCCl. The catalyst is C(#N)C. The product is [F:19][C:20]([F:31])([F:32])[O:21][C:22]1[CH:30]=[CH:29][CH:28]=[CH:27][C:23]=1[C:24]([NH:1][C:2]1[CH:3]=[CH:4][C:5]([O:8][C:9](=[O:18])[N:10]([CH3:17])[C:11]2[CH:16]=[CH:15][CH:14]=[CH:13][CH:12]=2)=[N:6][CH:7]=1)=[O:25]. The yield is 0.930. (2) The reactants are [F:1][C:2]1[CH:3]=[C:4]([N:9]2[CH2:13][C@@H:12]([CH2:14][N:15]3C(=O)C4C(=CC=CC=4)C3=O)[O:11][C:10]2=[O:26])[CH:5]=[CH:6][C:7]=1[I:8].O.NN. The catalyst is C(O)C. The product is [NH2:15][CH2:14][C@@H:12]1[O:11][C:10](=[O:26])[N:9]([C:4]2[CH:5]=[CH:6][C:7]([I:8])=[C:2]([F:1])[CH:3]=2)[CH2:13]1. The yield is 0.952. (3) The reactants are Cl[C:2]1[CH:12]=[CH:11][C:5]([C:6]([O:8]CC)=[O:7])=[CH:4][N:3]=1.[O:13]1[CH2:18][CH2:17][CH:16]([CH2:19][OH:20])[CH2:15][CH2:14]1. No catalyst specified. The product is [O:13]1[CH2:18][CH2:17][CH:16]([CH2:19][O:20][C:2]2[CH:12]=[CH:11][C:5]([C:6]([OH:8])=[O:7])=[CH:4][N:3]=2)[CH2:15][CH2:14]1. The yield is 0.600. (4) The reactants are [F:1][C:2]1[CH:3]=[C:4]2[C:9]3=[C:10]([O:19][CH2:20][C@H:21]([CH3:22])[N:8]3[CH:7]=[C:6]([C:23]([O:25][CH:26]3[CH2:31][O:30]C(C4C=CC=CC=4)[O:28][CH2:27]3)=[O:24])[C:5]2=[O:38])[C:11]=1[N:12]1[CH2:17][CH2:16][N:15]([CH3:18])[CH2:14][CH2:13]1. The catalyst is ClCCl.CO.[Pd]. The product is [F:1][C:2]1[CH:3]=[C:4]2[C:9]3=[C:10]([O:19][CH2:20][C@H:21]([CH3:22])[N:8]3[CH:7]=[C:6]([C:23]([O:25][CH:26]([CH2:31][OH:30])[CH2:27][OH:28])=[O:24])[C:5]2=[O:38])[C:11]=1[N:12]1[CH2:13][CH2:14][N:15]([CH3:18])[CH2:16][CH2:17]1. The yield is 0.880. (5) The reactants are [NH:1]1[C:5]2[CH:6]=[CH:7][C:8]([NH2:10])=[CH:9][C:4]=2[N:3]=[CH:2]1.[CH3:11][O:12][C:13]1[CH:20]=[C:19]([O:21][CH3:22])[CH:18]=[CH:17][C:14]=1[CH:15]=O.[Si](C#N)(C)(C)C.[N:29]1([C:34](N2C=CN=C2)=[O:35])C=CN=[CH:30]1. The catalyst is [Pd]. The product is [NH:1]1[C:5]2[CH:6]=[CH:7][C:8]([N:10]3[CH:15]([C:14]4[CH:17]=[CH:18][C:19]([O:21][CH3:22])=[CH:20][C:13]=4[O:12][CH3:11])[CH2:30][NH:29][C:34]3=[O:35])=[CH:9][C:4]=2[N:3]=[CH:2]1. The yield is 0.300. (6) The reactants are [F:1][C:2]1[CH:7]=[CH:6][C:5]([CH:8]2[CH2:13][CH2:12][N:11](C(OC(C)(C)C)=O)[CH2:10][CH:9]2[O:21][CH2:22][C:23]2[CH:28]=[CH:27][C:26]([O:29][CH3:30])=[CH:25][CH:24]=2)=[CH:4][CH:3]=1.Cl. The catalyst is CO. The product is [F:1][C:2]1[CH:3]=[CH:4][C:5]([CH:8]2[CH2:13][CH2:12][NH:11][CH2:10][CH:9]2[O:21][CH2:22][C:23]2[CH:24]=[CH:25][C:26]([O:29][CH3:30])=[CH:27][CH:28]=2)=[CH:6][CH:7]=1. The yield is 0.780. (7) The reactants are [Cl:1][C:2]1[CH:7]=[CH:6][C:5](F)=[C:4]([N+:9]([O-:11])=[O:10])[CH:3]=1.[CH3:12][C:13]([O:16][C:17]([NH:19][CH:20]1[CH2:25][CH2:24][NH:23][CH2:22][CH2:21]1)=[O:18])([CH3:15])[CH3:14]. No catalyst specified. The product is [Cl:1][C:2]1[CH:7]=[CH:6][C:5]([N:23]2[CH2:22][CH2:21][CH:20]([NH:19][C:17](=[O:18])[O:16][C:13]([CH3:14])([CH3:12])[CH3:15])[CH2:25][CH2:24]2)=[C:4]([N+:9]([O-:11])=[O:10])[CH:3]=1. The yield is 0.950.